From a dataset of Forward reaction prediction with 1.9M reactions from USPTO patents (1976-2016). Predict the product of the given reaction. (1) Given the reactants [NH:1]1[C:5]2[CH:6]=[CH:7][CH:8]=[CH:9][C:4]=2[N:3]=[C:2]1[C:10]([C:12]1[CH:17]=[CH:16][C:15]([O:18][C:19]2[C:24]([N:25]3[CH2:30][CH2:29][O:28][CH2:27][CH2:26]3)=[N:23][CH:22]=[CH:21][N:20]=2)=[CH:14][CH:13]=1)=[O:11].C(=O)([O-])[O-].[K+].[K+].I[CH:38]([CH3:40])[CH3:39], predict the reaction product. The product is: [CH:38]([N:1]1[C:5]2[CH:6]=[CH:7][CH:8]=[CH:9][C:4]=2[N:3]=[C:2]1[C:10]([C:12]1[CH:13]=[CH:14][C:15]([O:18][C:19]2[C:24]([N:25]3[CH2:30][CH2:29][O:28][CH2:27][CH2:26]3)=[N:23][CH:22]=[CH:21][N:20]=2)=[CH:16][CH:17]=1)=[O:11])([CH3:40])[CH3:39]. (2) Given the reactants [N:1]1[CH:6]=[CH:5][N:4]=[CH:3][C:2]=1[NH2:7].CS(C)=O.[F:12][C:13]1[CH:14]=[C:15]([C:23]2[CH:28]=[CH:27][C:26]([N:29]3[C:38]4[C:33](=[CH:34][C:35]([S:39](OC5C(F)=C(F)C(F)=C(F)C=5F)(=[O:41])=[O:40])=[CH:36][CH:37]=4)[CH:32]=[CH:31][C:30]3=[O:54])=[C:25]([O:55][CH3:56])[CH:24]=2)[CH:16]=[C:17]([C:19]([F:22])([F:21])[F:20])[CH:18]=1.C[Si]([N-][Si](C)(C)C)(C)C.[Li+], predict the reaction product. The product is: [F:12][C:13]1[CH:14]=[C:15]([C:23]2[CH:28]=[CH:27][C:26]([N:29]3[C:38]4[C:33](=[CH:34][C:35]([S:39]([NH:7][C:2]5[CH:3]=[N:4][CH:5]=[CH:6][N:1]=5)(=[O:40])=[O:41])=[CH:36][CH:37]=4)[CH:32]=[CH:31][C:30]3=[O:54])=[C:25]([O:55][CH3:56])[CH:24]=2)[CH:16]=[C:17]([C:19]([F:20])([F:21])[F:22])[CH:18]=1. (3) Given the reactants [F:1][C:2]1[CH:3]=[C:4]([C:8]2[CH:16]=[CH:15][C:11]([C:12]([OH:14])=O)=[CH:10][N:9]=2)[CH:5]=[CH:6][CH:7]=1.CC[N:19]([CH:23]([CH3:25])[CH3:24])C(C)C.CN(C(ON1N=N[C:36]2[CH:37]=C[CH:39]=[CH:40][C:35]1=2)=[N+](C)C)C.F[P-](F)(F)(F)(F)F.CN(C=[O:54])C, predict the reaction product. The product is: [F:1][C:2]1[CH:3]=[C:4]([C:8]2[CH:16]=[CH:15][C:11]([C:12]([NH:19][C@H:23]3[CH2:24][CH2:39][CH2:40][C@@H:35]([CH:36]([OH:54])[CH3:37])[CH2:25]3)=[O:14])=[CH:10][N:9]=2)[CH:5]=[CH:6][CH:7]=1. (4) Given the reactants [OH:1][C:2]1([CH2:12][NH:13][C:14]([C:16]2[C:17]3[CH:18]=[CH:19][C:20](Cl)=[N:21][C:22]=3[CH:23]=[CH:24][C:25]=2[Cl:26])=[O:15])[CH2:7][CH2:6][CH2:5][CH:4]([C:8]([F:11])([F:10])[F:9])[CH2:3]1.CCN(C(C)C)C(C)C.[CH3:37][N:38]([CH3:44])[CH:39]1[CH2:43][CH2:42][NH:41][CH2:40]1, predict the reaction product. The product is: [OH:1][C:2]1([CH2:12][NH:13][C:14]([C:16]2[C:17]3[CH:18]=[CH:19][C:20]([N:41]4[CH2:42][CH2:43][CH:39]([N:38]([CH3:44])[CH3:37])[CH2:40]4)=[N:21][C:22]=3[CH:23]=[CH:24][C:25]=2[Cl:26])=[O:15])[CH2:7][CH2:6][CH2:5][CH:4]([C:8]([F:9])([F:10])[F:11])[CH2:3]1.